Dataset: Forward reaction prediction with 1.9M reactions from USPTO patents (1976-2016). Task: Predict the product of the given reaction. (1) Given the reactants [NH:1]1[CH2:6][CH2:5][CH:4]([C:7]([NH:9][C:10]2[C:11]([CH3:27])=[CH:12][C:13]3[N:14]([CH:24]([CH3:26])[CH3:25])[C:15]4[C:20]([C:21]=3[C:22]=2[CH3:23])=[CH:19][CH:18]=[CH:17][CH:16]=4)=[O:8])[CH2:3][CH2:2]1.N1C=CC=CC=1.[CH3:34][N:35]([CH3:39])[C:36](Cl)=[O:37].Cl, predict the reaction product. The product is: [CH3:34][N:35]([CH3:39])[C:36]([N:1]1[CH2:6][CH2:5][CH:4]([C:7]([NH:9][C:10]2[C:11]([CH3:27])=[CH:12][C:13]3[N:14]([CH:24]([CH3:25])[CH3:26])[C:15]4[C:20]([C:21]=3[C:22]=2[CH3:23])=[CH:19][CH:18]=[CH:17][CH:16]=4)=[O:8])[CH2:3][CH2:2]1)=[O:37]. (2) Given the reactants [C:1]1(P([C:1]2[CH:6]=[CH:5]C=[CH:3][CH:2]=2)[C:1]2[CH:6]=[CH:5]C=[CH:3][CH:2]=2)[CH:6]=[CH:5]C=[CH:3][CH:2]=1.N(C([O-])=O)=NC([O-])=O.[OH:28][C:29]1[CH:30]=[C:31]2[C:36](=[CH:37][CH:38]=1)[C:35]([C:39]([O:41][CH3:42])=[O:40])=[CH:34][CH:33]=[CH:32]2.C(O)CCCC, predict the reaction product. The product is: [CH2:3]([O:28][C:29]1[CH:30]=[C:31]2[C:36](=[CH:37][CH:38]=1)[C:35]([C:39]([O:41][CH3:42])=[O:40])=[CH:34][CH:33]=[CH:32]2)[CH2:2][CH2:1][CH2:6][CH3:5]. (3) Given the reactants [Cl:1][C:2]1[CH:3]=[C:4]2[N:21]([CH2:22][O:23]CC[Si](C)(C)C)[C:20]([O:30][C@H:31]3[C@H:35]4[O:36][CH2:37][C@@H:38]([OH:39])[C@H:34]4[O:33][CH2:32]3)=[CH:19][C:5]2=[N:6][C:7]=1[C:8]1[CH:13]=[CH:12][C:11]([N:14]2[CH2:18][CH2:17][CH2:16][CH2:15]2)=[CH:10][CH:9]=1.Cl, predict the reaction product. The product is: [Cl:1][C:2]1[CH:3]=[C:4]2[N:21]([CH2:22][OH:23])[C:20]([O:30][C@H:31]3[C@H:35]4[O:36][CH2:37][C@@H:38]([OH:39])[C@H:34]4[O:33][CH2:32]3)=[CH:19][C:5]2=[N:6][C:7]=1[C:8]1[CH:13]=[CH:12][C:11]([N:14]2[CH2:18][CH2:17][CH2:16][CH2:15]2)=[CH:10][CH:9]=1. (4) Given the reactants C[O:2][C:3]([C:5]1[CH:14]=[C:13]([OH:15])[C:12]2[C:7](=[C:8]([O:16][CH2:17][C:18]3[CH:23]=[CH:22][CH:21]=[CH:20][CH:19]=3)[CH:9]=[CH:10][CH:11]=2)[N:6]=1)=[O:4].O.[OH-].[Li+], predict the reaction product. The product is: [OH:15][C:13]1[C:12]2[C:7](=[C:8]([O:16][CH2:17][C:18]3[CH:23]=[CH:22][CH:21]=[CH:20][CH:19]=3)[CH:9]=[CH:10][CH:11]=2)[N:6]=[C:5]([C:3]([OH:4])=[O:2])[CH:14]=1. (5) Given the reactants C1C=CC(C(S(CC(O)=O)=O)C2C=CC=CC=2)=CC=1.[C:20]1([C@H:30]([NH2:32])[CH3:31])[C:29]2[C:24](=[CH:25][CH:26]=[CH:27][CH:28]=2)[CH:23]=[CH:22][CH:21]=1.C1([C@@H](N)C)C2C(=CC=CC=2)C=CC=1, predict the reaction product. The product is: [C:20]1([CH:30]([NH2:32])[CH3:31])[C:29]2[C:24](=[CH:25][CH:26]=[CH:27][CH:28]=2)[CH:23]=[CH:22][CH:21]=1. (6) Given the reactants [C:1]([O:5][C:6]([N:8]1[C@H:17]([C:18]([OH:20])=[O:19])[CH2:16][C:15]2[C:10](=[CH:11][C:12]([OH:21])=[CH:13][CH:14]=2)[CH2:9]1)=[O:7])([CH3:4])([CH3:3])[CH3:2].[CH2:22](Br)[C:23]1[CH:28]=[CH:27][CH:26]=[CH:25][CH:24]=1, predict the reaction product. The product is: [C:1]([O:5][C:6]([N:8]1[CH:17]([C:18]([OH:20])=[O:19])[CH2:16][C:15]2[C:10](=[CH:11][C:12]([O:21][CH2:22][C:23]3[CH:28]=[CH:27][CH:26]=[CH:25][CH:24]=3)=[CH:13][CH:14]=2)[CH2:9]1)=[O:7])([CH3:4])([CH3:2])[CH3:3]. (7) The product is: [Br:24][C:16]1[CH:15]=[C:14]2[C:19](=[CH:18][CH:17]=1)[N:11]([C:9]([C:4]1[CH:5]=[CH:6][C:7]([Cl:8])=[C:2]([Cl:1])[CH:3]=1)=[O:10])[CH2:12][CH2:13]2. Given the reactants [Cl:1][C:2]1[CH:3]=[C:4]([C:9]([N:11]2[C:19]3[C:14](=[CH:15][CH:16]=[CH:17][CH:18]=3)[CH2:13][CH2:12]2)=[O:10])[CH:5]=[CH:6][C:7]=1[Cl:8].CC(O)=O.[Br:24]Br.OS([O-])=O.[Na+], predict the reaction product.